This data is from Merck oncology drug combination screen with 23,052 pairs across 39 cell lines. The task is: Regression. Given two drug SMILES strings and cell line genomic features, predict the synergy score measuring deviation from expected non-interaction effect. (1) Drug 1: N#Cc1ccc(Cn2cncc2CN2CCN(c3cccc(Cl)c3)C(=O)C2)cc1. Drug 2: C#Cc1cccc(Nc2ncnc3cc(OCCOC)c(OCCOC)cc23)c1. Cell line: T47D. Synergy scores: synergy=-12.1. (2) Drug 1: CN(C)C(=N)N=C(N)N. Cell line: VCAP. Synergy scores: synergy=16.2. Drug 2: NC(=O)c1cccc2cn(-c3ccc(C4CCCNC4)cc3)nc12. (3) Drug 1: C=CCn1c(=O)c2cnc(Nc3ccc(N4CCN(C)CC4)cc3)nc2n1-c1cccc(C(C)(C)O)n1. Drug 2: CS(=O)(=O)CCNCc1ccc(-c2ccc3ncnc(Nc4ccc(OCc5cccc(F)c5)c(Cl)c4)c3c2)o1. Cell line: HT29. Synergy scores: synergy=-0.763. (4) Drug 1: COC1CC2CCC(C)C(O)(O2)C(=O)C(=O)N2CCCCC2C(=O)OC(C(C)CC2CCC(OP(C)(C)=O)C(OC)C2)CC(=O)C(C)C=C(C)C(O)C(OC)C(=O)C(C)CC(C)C=CC=CC=C1C. Drug 2: CCC1(O)C(=O)OCc2c1cc1n(c2=O)Cc2cc3c(CN(C)C)c(O)ccc3nc2-1. Cell line: HCT116. Synergy scores: synergy=2.94. (5) Drug 1: CN1C(=O)C=CC2(C)C3CCC4(C)C(NC(=O)OCC(F)(F)F)CCC4C3CCC12. Drug 2: C=CCn1c(=O)c2cnc(Nc3ccc(N4CCN(C)CC4)cc3)nc2n1-c1cccc(C(C)(C)O)n1. Cell line: T47D. Synergy scores: synergy=-10.9.